From a dataset of Forward reaction prediction with 1.9M reactions from USPTO patents (1976-2016). Predict the product of the given reaction. (1) Given the reactants [CH3:1][C:2]1[CH:7]=[CH:6][C:5]([CH2:8][N:9]([CH:21]2[CH2:26][CH2:25][N:24]([C:27](OC(C)(C)C)=O)[CH2:23][CH2:22]2)[C:10](=[O:20])[CH2:11][C:12]2[CH:17]=[CH:16][C:15]([O:18][CH3:19])=[CH:14][CH:13]=2)=[CH:4][CH:3]=1.[CH3:34][C:35]1[CH:42]=[CH:41][C:38](C=O)=[CH:37][CH:36]=1.[BH4-].C(OC(=O)C)(=O)C, predict the reaction product. The product is: [CH3:1][C:2]1[CH:7]=[CH:6][C:5]([CH2:8][N:9]([CH:21]2[CH2:26][CH2:25][N:24]([CH2:27][C:38]3[CH:41]=[CH:42][C:35]([CH3:34])=[CH:36][CH:37]=3)[CH2:23][CH2:22]2)[C:10](=[O:20])[CH2:11][C:12]2[CH:13]=[CH:14][C:15]([O:18][CH3:19])=[CH:16][CH:17]=2)=[CH:4][CH:3]=1. (2) The product is: [CH3:25][CH:23]([CH3:24])[CH2:22][S:19]([CH2:18][CH:8]([CH2:9][C:10]([N:12]1[CH2:13][CH2:14][O:15][CH2:16][CH2:17]1)=[O:11])[C:7]([NH:6][C@H:3]([C:2]([C:27]1[N:31]=[C:30]([C:32]2[CH:37]=[CH:36][CH:35]=[CH:34][CH:33]=2)[O:29][N:28]=1)=[O:1])[CH2:4][CH3:5])=[O:26])(=[O:20])=[O:21]. Given the reactants [OH:1][CH:2]([C:27]1[N:31]=[C:30]([C:32]2[CH:37]=[CH:36][CH:35]=[CH:34][CH:33]=2)[O:29][N:28]=1)[C@@H:3]([NH:6][C:7](=[O:26])[CH:8]([CH2:18][S:19]([CH2:22][CH:23]([CH3:25])[CH3:24])(=[O:21])=[O:20])[CH2:9][C:10]([N:12]1[CH2:17][CH2:16][O:15][CH2:14][CH2:13]1)=[O:11])[CH2:4][CH3:5].CC(OI1(OC(C)=O)(OC(C)=O)OC(=O)C2C=CC=CC1=2)=O, predict the reaction product. (3) Given the reactants [C:1]([OH:7])([C:3]([F:6])([F:5])[F:4])=[O:2].[Cl:8][C:9]1[CH:10]=[C:11]([C@H:15]([O:29][CH2:30][CH2:31][NH:32][C:33]([O:35][CH3:36])=[O:34])[C@@H:16]2[CH2:21][CH2:20][CH2:19][N:18](C(OC(C)(C)C)=O)[CH2:17]2)[CH:12]=[CH:13][CH:14]=1, predict the reaction product. The product is: [Cl:8][C:9]1[CH:10]=[C:11]([C@@H:15]([C@@H:16]2[CH2:21][CH2:20][CH2:19][NH:18][CH2:17]2)[O:29][CH2:30][CH2:31][NH:32][C:33](=[O:34])[O:35][CH3:36])[CH:12]=[CH:13][CH:14]=1.[C:1]([OH:7])([C:3]([F:6])([F:5])[F:4])=[O:2]. (4) Given the reactants [OH2:1].O.O.O.O.O.[Cl-:7].[Cr+3:8].[Cl-].[Cl-].[Cl-].[OH:12]CC[N+](C)(C)C.O.O.[F-].C([N+](CC)(CC)CC)C.O.O.O.O.O.[OH-].C[N+](C)(C)C, predict the reaction product. The product is: [OH2:12].[OH2:1].[OH2:12].[OH2:12].[OH2:12].[OH2:12].[Cl-:7].[Cr+3:8].[Cl-:7].[Cl-:7].[Cr:8]. (5) Given the reactants [N:1]1[CH:6]=[CH:5][CH:4]=[N:3][C:2]=1[N:7]1[CH2:12][CH2:11][CH2:10][CH:9]([CH2:13][NH2:14])[CH2:8]1.Cl[C:16]1[CH:21]=[C:20]([C:22]2[CH:27]=[CH:26][CH:25]=[C:24]([CH3:28])[C:23]=2[CH3:29])[N:19]=[C:18]([NH2:30])[N:17]=1, predict the reaction product. The product is: [CH3:29][C:23]1[C:24]([CH3:28])=[CH:25][CH:26]=[CH:27][C:22]=1[C:20]1[N:19]=[C:18]([NH2:30])[N:17]=[C:16]([NH:14][CH2:13][CH:9]2[CH2:10][CH2:11][CH2:12][N:7]([C:2]3[N:3]=[CH:4][CH:5]=[CH:6][N:1]=3)[CH2:8]2)[CH:21]=1. (6) Given the reactants Br[C:2]1[CH:3]=[CH:4][CH:5]=[C:6]2[C:11]=1[N:10]=[C:9]([CH3:12])[CH:8]=[CH:7]2.C([Li])CCC.CCCCCC.CN([CH:27]=[O:28])C.[NH4+].[Cl-], predict the reaction product. The product is: [CH3:12][C:9]1[CH:8]=[CH:7][C:6]2[C:11](=[C:2]([CH:27]=[O:28])[CH:3]=[CH:4][CH:5]=2)[N:10]=1. (7) Given the reactants Cl[C:2]1[N:7]=[C:6]([CH2:8][NH:9][CH2:10][CH2:11][N:12]2[CH2:17][CH2:16][O:15][CH2:14][CH2:13]2)[CH:5]=[C:4]([N:18]2[CH2:23][CH2:22][O:21][CH2:20][CH2:19]2)[N:3]=1.[NH:24]1[C:32]2[CH:31]=[CH:30][CH:29]=[C:28](B(O)O)[C:27]=2[CH:26]=[CH:25]1, predict the reaction product. The product is: [NH:24]1[C:32]2[C:27](=[C:28]([C:2]3[N:7]=[C:6]([CH2:8][NH:9][CH2:10][CH2:11][N:12]4[CH2:17][CH2:16][O:15][CH2:14][CH2:13]4)[CH:5]=[C:4]([N:18]4[CH2:23][CH2:22][O:21][CH2:20][CH2:19]4)[N:3]=3)[CH:29]=[CH:30][CH:31]=2)[CH:26]=[CH:25]1.